This data is from Experimentally validated miRNA-target interactions with 360,000+ pairs, plus equal number of negative samples. The task is: Binary Classification. Given a miRNA mature sequence and a target amino acid sequence, predict their likelihood of interaction. (1) The miRNA is hsa-miR-106a-5p with sequence AAAAGUGCUUACAGUGCAGGUAG. The protein sequence of the target gene is MELSEPIVENGETEMSPEESWEHKEEISEAEPGGGSLGDGRPPEESAHEMMEEEEEIPKPKSVVAPPGAPKKEHVNVVFIGHVDAGKSTIGGQIMYLTGMVDKRTLEKYEREAKEKNRETWYLSWALDTNQEERDKGKTVEVGRAYFETEKKHFTILDAPGHKSFVPNMIGGASQADLAVLVISARKGEFETGFEKGGQTREHAMLAKTAGVKHLIVLINKMDDPTVNWSNERYEECKEKLVPFLKKVGFNPKKDIHFMPCSGLTGANLKEQSDFCPWYIGLPFIPYLDNLPNFNRSVDG.... Result: 0 (no interaction). (2) The miRNA is hsa-miR-1200 with sequence CUCCUGAGCCAUUCUGAGCCUC. The protein sequence of the target gene is MSFFGFGQSVEVEILLNDAESRKRAEHKTEDGKKEKYFLFYDGETVSGKVSLALKNPNKRLEHQGIKIEFIGQIELYYDRGNHHEFVSLVKDLARPGEITQSQAFDFEFTHVEKPYESYTGQNVKLRYFLRATISRRLNDVVKEMDIVVHTLSTYPELNSSIKMEVGIEDCLHIEFEYNKSKYHLKDVIVGKIYFLLVRIKIKHMEIDIIKRETTGTGPNVYHENDTIAKYEIMDGAPVRGESIPIRLFLAGYELTPTMRDINKKFSVRYYLNLVLIDEEERRYFKQQEVVLWRKGDIVR.... Result: 0 (no interaction).